From a dataset of Full USPTO retrosynthesis dataset with 1.9M reactions from patents (1976-2016). Predict the reactants needed to synthesize the given product. (1) Given the product [CH2:1]([C:5]1[CH:6]=[CH:7][C:8]([C:11]#[C:12][C:13]2[CH:37]=[CH:36][C:16]([CH2:17][N:18]([CH2:30][CH2:31][CH2:32][CH2:33][CH2:34][CH3:35])[C:19]3[CH:20]=[CH:21][C:22]([F:29])=[C:23]([CH:28]=3)[C:24]([OH:26])=[O:25])=[CH:15][CH:14]=2)=[CH:9][CH:10]=1)[CH2:2][CH2:3][CH3:4], predict the reactants needed to synthesize it. The reactants are: [CH2:1]([C:5]1[CH:10]=[CH:9][C:8]([C:11]#[C:12][C:13]2[CH:37]=[CH:36][C:16]([CH2:17][N:18]([CH2:30][CH2:31][CH2:32][CH2:33][CH2:34][CH3:35])[C:19]3[CH:20]=[CH:21][C:22]([F:29])=[C:23]([CH:28]=3)[C:24]([O:26]C)=[O:25])=[CH:15][CH:14]=2)=[CH:7][CH:6]=1)[CH2:2][CH2:3][CH3:4].[OH-].[Na+].Cl.O. (2) Given the product [Cl:1][C:2]1[CH:7]=[CH:6][N:5]=[C:4]([NH:8][C:9]2[CH:10]=[CH:11][C:12]([C:13]([NH:20][CH2:18][CH3:19])=[O:15])=[CH:16][CH:17]=2)[N:3]=1, predict the reactants needed to synthesize it. The reactants are: [Cl:1][C:2]1[CH:7]=[CH:6][N:5]=[C:4]([NH:8][C:9]2[CH:17]=[CH:16][C:12]([C:13]([OH:15])=O)=[CH:11][CH:10]=2)[N:3]=1.[CH2:18]([NH2:20])[CH3:19].CN(C(ON1N=NC2C=CC=NC1=2)=[N+](C)C)C.F[P-](F)(F)(F)(F)F.C(N(CC)CC)C. (3) The reactants are: [F:1][C:2]1[CH:7]=[C:6]([F:8])[CH:5]=[CH:4][C:3]=1[C:9]1[C:17]2[C:12](=[CH:13][C:14]([O:18][CH2:19][CH2:20][CH2:21][N:22]3[CH2:27][CH2:26][N:25]([S:28]([CH3:31])(=[O:30])=[O:29])[CH2:24][CH2:23]3)=[CH:15][CH:16]=2)[C:11](=[O:32])[C:10]=1C1C=CC(C)=CC=1.O1CCN(CCOC2C=C3C(C(C4C=CC=CC=4)=C(Br)C3=O)=CC=2)CC1.[F:66][C:67]1[CH:68]=[C:69](B(O)O)[CH:70]=[CH:71][C:72]=1[O:73][CH3:74]. Given the product [F:66][C:67]1[CH:68]=[C:69]([C:10]2[C:11](=[O:32])[C:12]3[C:17]([C:9]=2[C:3]2[CH:4]=[CH:5][C:6]([F:8])=[CH:7][C:2]=2[F:1])=[CH:16][CH:15]=[C:14]([O:18][CH2:19][CH2:20][CH2:21][N:22]2[CH2:27][CH2:26][N:25]([S:28]([CH3:31])(=[O:30])=[O:29])[CH2:24][CH2:23]2)[CH:13]=3)[CH:70]=[CH:71][C:72]=1[O:73][CH3:74], predict the reactants needed to synthesize it. (4) Given the product [N:1]([C:2]1[CH:3]=[C:4]([S:8][CH2:9][CH2:10][CH2:11][CH2:12][CH2:13][C:14]([O:16][CH2:17][CH3:18])=[O:15])[CH:5]=[CH:6][CH:7]=1)=[C:20]=[S:21], predict the reactants needed to synthesize it. The reactants are: [NH2:1][C:2]1[CH:3]=[C:4]([S:8][CH2:9][CH2:10][CH2:11][CH2:12][CH2:13][C:14]([O:16][CH2:17][CH3:18])=[O:15])[CH:5]=[CH:6][CH:7]=1.O.[C:20](Cl)(Cl)=[S:21]. (5) Given the product [CH2:1]([N:8]1[C:16]2[C:11](=[CH:12][CH:13]=[CH:14][CH:15]=2)[CH:10]([CH2:18][C:19]([N:21]([CH3:23])[CH3:22])=[O:20])[C:9]1=[O:24])[C:2]1[CH:3]=[CH:4][CH:5]=[CH:6][CH:7]=1, predict the reactants needed to synthesize it. The reactants are: [CH2:1]([N:8]1[C:16]2[C:11](=[CH:12][CH:13]=[CH:14][CH:15]=2)[C:10]([CH2:18][C:19]([N:21]([CH3:23])[CH3:22])=[O:20])(O)[C:9]1=[O:24])[C:2]1[CH:7]=[CH:6][CH:5]=[CH:4][CH:3]=1.C(OC(=O)C)(=O)C. (6) Given the product [S:18]1[CH:19]=[CH:20][N:21]=[C:17]1[NH:16][S:12]([C:8]1[CH:7]=[C:6]2[C:11](=[CH:10][CH:9]=1)[NH:3][CH2:4][CH2:5]2)(=[O:13])=[O:14], predict the reactants needed to synthesize it. The reactants are: C([N:3]1[C:11]2[C:6](=[CH:7][C:8]([S:12](Cl)(=[O:14])=[O:13])=[CH:9][CH:10]=2)[CH2:5][CH2:4]1)=O.[NH2:16][C:17]1[S:18][CH:19]=[CH:20][N:21]=1. (7) Given the product [S:3]1[CH:4]=[CH:5][N:6]=[C:2]1[N:7]1[CH2:13][CH2:12][CH2:11][NH:10][CH2:9][CH2:8]1, predict the reactants needed to synthesize it. The reactants are: Br[C:2]1[S:3][CH:4]=[CH:5][N:6]=1.[NH:7]1[CH2:13][CH2:12][CH2:11][NH:10][CH2:9][CH2:8]1. (8) Given the product [CH3:17][O:16][C:15]1[C:10]2[CH2:9][NH:8][CH2:39][CH2:38][C:11]=2[N:12]=[C:13]([C:18]2[C:26]([CH3:27])=[CH:25][CH:24]=[C:23]3[C:19]=2[CH:20]=[N:21][N:22]3[S:28]([C:31]2[CH:37]=[CH:36][C:34]([CH3:35])=[CH:33][CH:32]=2)(=[O:30])=[O:29])[N:14]=1, predict the reactants needed to synthesize it. The reactants are: C([N:8]1[CH2:39][CH2:38][C:11]2[N:12]=[C:13]([C:18]3[C:26]([CH3:27])=[CH:25][CH:24]=[C:23]4[C:19]=3[CH:20]=[N:21][N:22]4[S:28]([C:31]3[CH:37]=[CH:36][C:34]([CH3:35])=[CH:33][CH:32]=3)(=[O:30])=[O:29])[N:14]=[C:15]([O:16][CH3:17])[C:10]=2[CH2:9]1)C1C=CC=CC=1.[H][H].